This data is from Catalyst prediction with 721,799 reactions and 888 catalyst types from USPTO. The task is: Predict which catalyst facilitates the given reaction. (1) Reactant: [CH3:1][O:2][CH2:3][O:4][C:5]1[CH:6]=[C:7]([C:12]2[O:13][C:14]3[CH:20]=[CH:19][CH:18]=[CH:17][C:15]=3[N:16]=2)[CH:8]=[CH:9][C:10]=1[CH3:11].C1C(=O)N([Br:28])C(=O)C1.C(OOC(=O)C1C=CC=CC=1)(=O)C1C=CC=CC=1. Product: [Br:28][CH2:11][C:10]1[CH:9]=[CH:8][C:7]([C:12]2[O:13][C:14]3[CH:20]=[CH:19][CH:18]=[CH:17][C:15]=3[N:16]=2)=[CH:6][C:5]=1[O:4][CH2:3][O:2][CH3:1]. The catalyst class is: 53. (2) Reactant: [F:1][C:2]1[CH:7]=[CH:6][C:5]([C:8]2[C:9]3[C:10](=[N:27][N:28]([CH2:30][CH2:31][N:32]4C(=O)C5=CC=CC=C5C4=O)[CH:29]=3)[N:11]=[C:12]([C:20]3[CH:25]=[CH:24][C:23]([F:26])=[CH:22][CH:21]=3)[C:13]=2[C:14]2[CH:19]=[CH:18][N:17]=[CH:16][CH:15]=2)=[CH:4][CH:3]=1.O.NN.O.CCOC(C)=O. Product: [NH2:32][CH2:31][CH2:30][N:28]1[CH:29]=[C:9]2[C:10]([N:11]=[C:12]([C:20]3[CH:21]=[CH:22][C:23]([F:26])=[CH:24][CH:25]=3)[C:13]([C:14]3[CH:19]=[CH:18][N:17]=[CH:16][CH:15]=3)=[C:8]2[C:5]2[CH:6]=[CH:7][C:2]([F:1])=[CH:3][CH:4]=2)=[N:27]1. The catalyst class is: 14.